This data is from Catalyst prediction with 721,799 reactions and 888 catalyst types from USPTO. The task is: Predict which catalyst facilitates the given reaction. (1) Reactant: [CH2:1]([C:8]1[CH:9]=[C:10]([C:21](=[O:23])[CH3:22])[CH:11]=[C:12]([C:14]2[CH:19]=[N:18][CH:17]=[C:16](Br)[N:15]=2)[CH:13]=1)[C:2]1[CH:7]=[CH:6][CH:5]=[CH:4][CH:3]=1.[NH2:24][CH2:25][CH2:26][N:27]1[CH2:32][CH2:31][O:30][CH2:29][CH2:28]1.CCN(CC)CC.O. Product: [CH2:1]([C:8]1[CH:9]=[C:10]([C:21](=[O:23])[CH3:22])[CH:11]=[C:12]([C:14]2[CH:19]=[N:18][CH:17]=[C:16]([NH:24][CH2:25][CH2:26][N:27]3[CH2:32][CH2:31][O:30][CH2:29][CH2:28]3)[N:15]=2)[CH:13]=1)[C:2]1[CH:7]=[CH:6][CH:5]=[CH:4][CH:3]=1. The catalyst class is: 12. (2) Reactant: [C:1]1([CH2:7][CH2:8][NH:9][CH2:10][C:11]([N:13]2[CH2:22][CH2:21][C:20]3[C:15](=[CH:16][CH:17]=[CH:18][CH:19]=3)[CH:14]2[CH:23]2[CH2:28][CH2:27][CH2:26][CH2:25][CH2:24]2)=[O:12])[CH2:6][CH2:5][CH2:4][CH2:3][CH:2]=1.[F:29][C:30]([F:41])([F:40])[C:31](O[C:31](=[O:32])[C:30]([F:41])([F:40])[F:29])=[O:32]. Product: [C:1]1([CH2:7][CH2:8][N:9]([CH2:10][C:11]([N:13]2[CH2:22][CH2:21][C:20]3[C:15](=[CH:16][CH:17]=[CH:18][CH:19]=3)[CH:14]2[CH:23]2[CH2:28][CH2:27][CH2:26][CH2:25][CH2:24]2)=[O:12])[C:31](=[O:32])[C:30]([F:41])([F:40])[F:29])[CH2:6][CH2:5][CH2:4][CH2:3][CH:2]=1. The catalyst class is: 22. (3) Reactant: [CH3:1][O:2][C:3](=[O:10])[C@H:4]([C:6]([CH3:9])([CH3:8])[CH3:7])[NH2:5].[C:11](O)(=[O:18])[CH2:12][CH2:13][CH2:14][CH2:15][CH:16]=[CH2:17].C(Cl)CCl.C1C=NC2N(O)N=NC=2C=1. Product: [C:11]([NH:5][C@H:4]([C:3]([O:2][CH3:1])=[O:10])[C:6]([CH3:9])([CH3:8])[CH3:7])(=[O:18])[CH2:12][CH2:13][CH2:14][CH2:15][CH:16]=[CH2:17]. The catalyst class is: 634. (4) Product: [CH2:18]([O:17][C:15](=[O:16])[CH2:14][C:20]1[C:25]([C:26]#[N:27])=[CH:24][CH:23]=[C:22]([NH:44][CH2:43][C:42]([C:38]2[CH:39]=[CH:40][CH:41]=[C:36]([Cl:35])[CH:37]=2)([F:45])[F:46])[C:21]=1[F:29])[CH3:19]. The catalyst class is: 250. Reactant: CCN(C(C)C)C(C)C.C(OC(=O)[CH:14]([C:20]1[C:25]([C:26]#[N:27])=[CH:24][CH:23]=[C:22](F)[C:21]=1[F:29])[C:15]([O:17][CH2:18][CH3:19])=[O:16])C.CS(C)=O.[Cl:35][C:36]1[CH:37]=[C:38]([C:42]([F:46])([F:45])[CH2:43][NH2:44])[CH:39]=[CH:40][CH:41]=1. (5) Reactant: Cl[C:2]1[N:3]=[N:4][CH:5]=[C:6]([N:12]2[CH2:17][CH2:16][CH:15]([C:18]3[CH:23]=[CH:22][CH:21]=[CH:20][C:19]=3[F:24])[CH2:14][CH2:13]2)[C:7]=1[C:8]([F:11])([F:10])[F:9].C(=O)([O-])[O-].[K+].[K+].[NH2:31][NH2:32]. Product: [F:24][C:19]1[CH:20]=[CH:21][CH:22]=[CH:23][C:18]=1[CH:15]1[CH2:16][CH2:17][N:12]([C:6]2[C:7]([C:8]([F:11])([F:10])[F:9])=[C:2]([NH:31][NH2:32])[N:3]=[N:4][CH:5]=2)[CH2:13][CH2:14]1. The catalyst class is: 872. (6) Reactant: [CH2:1]([NH:3][CH2:4][C@@H:5]([C@H:7]([C@@H:9]([C@@H:11]([CH2:13][OH:14])O)[OH:10])[OH:8])[OH:6])[CH3:2].Cl.C(NC[C@@H]1O[C@](O)(CO)[C@@H](O)[C@@H]1O)C. Product: [CH3:2][CH2:1][N:3]1[C@H:11]([CH2:13][OH:14])[C@@H:9]([OH:10])[C@H:7]([OH:8])[C@@H:5]([OH:6])[CH2:4]1. The catalyst class is: 6.